From a dataset of Full USPTO retrosynthesis dataset with 1.9M reactions from patents (1976-2016). Predict the reactants needed to synthesize the given product. (1) Given the product [NH2:1][C:2]1[N:3]=[CH:4][C:5]([C:8]2[N:9]=[C:10]([N:29]3[CH2:30][CH2:31][O:32][CH2:33][CH2:34]3)[C:11]3[S:16][C:15]([CH:17]([C:19]4[CH:24]=[CH:23][CH:22]=[C:21]([S:25]([CH3:28])(=[O:26])=[O:27])[CH:20]=4)[OH:18])=[CH:14][C:12]=3[N:13]=2)=[CH:6][N:7]=1, predict the reactants needed to synthesize it. The reactants are: [NH2:1][C:2]1[N:7]=[CH:6][C:5]([C:8]2[N:9]=[C:10]([N:29]3[CH2:34][CH2:33][O:32][CH2:31][CH2:30]3)[C:11]3[S:16][C:15]([C:17]([C:19]4[CH:24]=[CH:23][CH:22]=[C:21]([S:25]([CH3:28])(=[O:27])=[O:26])[CH:20]=4)=[O:18])=[CH:14][C:12]=3[N:13]=2)=[CH:4][N:3]=1.[BH4-].[Na+]. (2) Given the product [C:12]([O:11][C:9](=[O:10])[NH:22][C:18]1[CH:19]=[CH:20][CH:21]=[C:16]([NH2:23])[CH:17]=1)([CH3:13])([CH3:14])[CH3:15], predict the reactants needed to synthesize it. The reactants are: [C:9](O[C:9]([O:11][C:12]([CH3:15])([CH3:14])[CH3:13])=[O:10])([O:11][C:12]([CH3:15])([CH3:14])[CH3:13])=[O:10].[C:16]1([NH2:23])[CH:21]=[CH:20][CH:19]=[C:18]([NH2:22])[CH:17]=1.